This data is from Reaction yield outcomes from USPTO patents with 853,638 reactions. The task is: Predict the reaction yield, written as a fraction of the theoretical maximum amount of product (1.0 means a 100% yield; for example, 0.34 means a 34% yield). (1) The product is [CH3:1][C:2]1[N:6]([CH2:7][C:8]2[CH:13]=[CH:12][CH:11]=[C:10]([C:14]([F:16])([F:15])[F:17])[C:9]=2[CH3:18])[C:5]2[CH:19]=[C:20]([N:27]3[CH2:28][CH2:29][O:30][CH2:31][CH2:32]3)[CH:21]=[C:22]([CH2:23][OH:24])[C:4]=2[N:3]=1. The reactants are [CH3:1][C:2]1[N:6]([CH2:7][C:8]2[CH:13]=[CH:12][CH:11]=[C:10]([C:14]([F:17])([F:16])[F:15])[C:9]=2[CH3:18])[C:5]2[CH:19]=[C:20]([N:27]3[CH2:32][CH2:31][O:30][CH2:29][CH2:28]3)[CH:21]=[C:22]([C:23](OC)=[O:24])[C:4]=2[N:3]=1.[H-].[H-].[H-].[H-].[Li+].[Al+3]. The yield is 0.880. The catalyst is O1CCCC1. (2) The reactants are [CH2:1]([N:8]1[CH2:13][CH2:12][CH:11]([C:14]([C:16]2[CH:21]=[CH:20][C:19]([C:22]([F:25])([F:24])[F:23])=[CH:18][C:17]=2F)=O)[CH2:10][CH2:9]1)[C:2]1[CH:7]=[CH:6][CH:5]=[CH:4][CH:3]=1.[CH3:27][NH:28][NH2:29].C([O-])(O)=O.[Na+]. The catalyst is C(O)CCC. The product is [CH2:1]([N:8]1[CH2:13][CH2:12][CH:11]([C:14]2[C:16]3[C:17](=[CH:18][C:19]([C:22]([F:25])([F:24])[F:23])=[CH:20][CH:21]=3)[N:28]([CH3:27])[N:29]=2)[CH2:10][CH2:9]1)[C:2]1[CH:7]=[CH:6][CH:5]=[CH:4][CH:3]=1. The yield is 0.820. (3) The reactants are [N:1]([C:4]1[CH:9]=[CH:8][C:7]([Cl:10])=[CH:6][C:5]=1[Cl:11])=[N+:2]=[N-:3].[Cl:12][C:13]1[CH:14]=[CH:15][C:16]([O:22][CH3:23])=[C:17]([CH2:19][C:20]#[N:21])[CH:18]=1.C[O-].[Na+]. The catalyst is C(O)C.C(OCC)(=O)C. The product is [Cl:12][C:13]1[CH:14]=[CH:15][C:16]([O:22][CH3:23])=[C:17]([C:19]2[N:3]=[N:2][N:1]([C:4]3[CH:9]=[CH:8][C:7]([Cl:10])=[CH:6][C:5]=3[Cl:11])[C:20]=2[NH2:21])[CH:18]=1. The yield is 0.280. (4) The reactants are [C:1]1([CH:7]([C:27]2[CH:32]=[CH:31][CH:30]=[CH:29][CH:28]=2)[CH2:8][NH:9][C:10]2[C:19]3[C:14](=[CH:15][CH:16]=[CH:17][CH:18]=3)[N:13]=[C:12]([C:20]3[CH:21]=[N:22][C:23](F)=[CH:24][CH:25]=3)[N:11]=2)[CH:6]=[CH:5][CH:4]=[CH:3][CH:2]=1.O.[NH2:34][NH2:35].[OH-].[Na+].O.[CH:39](O)=O. No catalyst specified. The product is [N:34]1[N:35]=[CH:39][N:22]2[CH:21]=[C:20]([C:12]3[N:11]=[C:10]([NH:9][CH2:8][CH:7]([C:27]4[CH:32]=[CH:31][CH:30]=[CH:29][CH:28]=4)[C:1]4[CH:6]=[CH:5][CH:4]=[CH:3][CH:2]=4)[C:19]4[C:14](=[CH:15][CH:16]=[CH:17][CH:18]=4)[N:13]=3)[CH:25]=[CH:24][C:23]=12. The yield is 0.480. (5) The reactants are [Cl:1][C:2]1[CH:7]=[CH:6][C:5]([C@@H:8]([NH:11][S@@](C(C)(C)C)=O)[CH2:9][CH3:10])=[C:4]([CH2:18]OC)[CH:3]=1.B(Br)(Br)Br.BrCC1C=C(Cl)C=CC=1[C@@H](N)CC.ClC1C=CC([C@@H](NS(C(C)(C)C)=O)CC)=C(CO)C=1.BrCC1C=C(Cl)C=CC=1[C@@H](NS(C(C)(C)C)=O)CC.N[C@H](C1C=CC(Cl)=CC=1CO)CC.CCN(CC)CC.[CH3:96][C:97]([O:100][C:101](O[C:101]([O:100][C:97]([CH3:99])([CH3:98])[CH3:96])=[O:102])=[O:102])([CH3:99])[CH3:98]. The catalyst is C(Cl)Cl.CO. The product is [Cl:1][C:2]1[CH:3]=[C:4]2[C:5](=[CH:6][CH:7]=1)[C@H:8]([CH2:9][CH3:10])[N:11]([C:101]([O:100][C:97]([CH3:99])([CH3:98])[CH3:96])=[O:102])[CH2:18]2. The yield is 0.800.